This data is from Forward reaction prediction with 1.9M reactions from USPTO patents (1976-2016). The task is: Predict the product of the given reaction. (1) Given the reactants [S:1]1[CH:5]=[CH:4][CH:3]=[CH:2]1.C1COCC1.C([Li])CCC.Br[CH2:17][CH2:18][CH2:19][CH2:20][CH2:21][CH2:22][CH2:23][CH3:24], predict the reaction product. The product is: [CH2:17]([C:2]1[S:1][CH:5]=[CH:4][CH:3]=1)[CH2:18][CH2:19][CH2:20][CH2:21][CH2:22][CH2:23][CH3:24]. (2) The product is: [CH:1]1([N:4]2[C:8](=[O:51])[N:7]([CH2:45][C:46]([NH:28][CH2:27][CH2:26][C:20]3[CH:25]=[CH:24][CH:23]=[CH:22][CH:21]=3)=[O:38])[N:6]=[C:5]2[C:9]2[CH:14]=[CH:13][CH:12]=[CH:11][C:10]=2[F:15])[CH2:2][CH2:3]1. Given the reactants [CH:1]1([N:4]2[CH:8]=[N:7][NH:6][C:5]2(CC(O)=O)[C:9]2[CH:14]=[CH:13][CH:12]=[CH:11][C:10]=2[F:15])[CH2:3][CH2:2]1.[C:20]1([CH2:26][CH2:27][NH2:28])[CH:25]=[CH:24][CH:23]=[CH:22][CH:21]=1.C1C=CC2N([OH:38])N=NC=2C=1.CCN=C=NC[CH2:45][CH2:46]N(C)C.Cl.[OH2:51], predict the reaction product. (3) Given the reactants [CH2:1]([O:8][CH2:9][N:10]1[C:18]2[C:17]([NH2:19])=[N:16][C:15]([CH2:20][CH2:21][CH2:22][CH3:23])=[N:14][C:13]=2[C:12]([I:24])=[CH:11]1)[C:2]1[CH:7]=[CH:6][CH:5]=[CH:4][CH:3]=1.[CH2:25](OCN1C2C(Cl)=NC(CCCC)=NC=2C(I)=C1C)C1C=CC=CC=1, predict the reaction product. The product is: [CH2:1]([O:8][CH2:9][N:10]1[C:18]2[C:17]([NH2:19])=[N:16][C:15]([CH2:20][CH2:21][CH2:22][CH3:23])=[N:14][C:13]=2[C:12]([I:24])=[C:11]1[CH3:25])[C:2]1[CH:7]=[CH:6][CH:5]=[CH:4][CH:3]=1. (4) Given the reactants [F:1][C:2]([F:7])([F:6])[C:3]([OH:5])=[O:4].FC(F)(F)C(O)=O.[CH3:15][N:16]1[CH2:21][CH2:20][CH:19]([O:22][C:23]2[CH:28]=[CH:27][C:26]([C:29]3[C:37]4[C:32](=[CH:33][CH:34]=[C:35]([NH2:38])[CH:36]=4)[NH:31][N:30]=3)=[CH:25][CH:24]=2)[CH2:18][CH2:17]1.[Cl:39][C:40]1[CH:45]=[C:44]([CH3:46])[CH:43]=[C:42]([CH3:47])[C:41]=1[N:48]=[C:49]=[O:50].CCN(C(C)C)C(C)C, predict the reaction product. The product is: [Cl:39][C:40]1[CH:45]=[C:44]([CH3:46])[CH:43]=[C:42]([CH3:47])[C:41]=1[NH:48][C:49]([NH:38][C:35]1[CH:36]=[C:37]2[C:32](=[CH:33][CH:34]=1)[NH:31][N:30]=[C:29]2[C:26]1[CH:27]=[CH:28][C:23]([O:22][CH:19]2[CH2:18][CH2:17][N:16]([CH3:15])[CH2:21][CH2:20]2)=[CH:24][CH:25]=1)=[O:50].[C:3]([OH:5])([C:2]([F:7])([F:6])[F:1])=[O:4].